This data is from Catalyst prediction with 721,799 reactions and 888 catalyst types from USPTO. The task is: Predict which catalyst facilitates the given reaction. (1) Reactant: Cl[C:2]1[C:3]([C:8]#[N:9])=[N:4][CH:5]=[CH:6][CH:7]=1.[Br:10][C:11]1[CH:16]=[CH:15][C:14]([OH:17])=[CH:13][CH:12]=1.C(=O)([O-])[O-].[Cs+].[Cs+].O. Product: [Br:10][C:11]1[CH:16]=[CH:15][C:14]([O:17][C:2]2[C:3]([C:8]#[N:9])=[N:4][CH:5]=[CH:6][CH:7]=2)=[CH:13][CH:12]=1. The catalyst class is: 16. (2) Reactant: Cl[C:2]1[CH:22]=[CH:21][C:5]([C:6]([NH:8][C:9]2[S:10][C:11]([CH3:20])=[C:12]([C:14]3[CH:19]=[CH:18][CH:17]=[CH:16][CH:15]=3)[N:13]=2)=[O:7])=[CH:4][N:3]=1.Cl.[F:24][C:25]([F:39])([F:38])[C:26]1[CH:27]=[C:28]([CH:32]2[CH2:37][CH2:36][NH:35][CH2:34][CH2:33]2)[CH:29]=[CH:30][CH:31]=1.C(N(C(C)C)CC)(C)C. Product: [CH3:20][C:11]1[S:10][C:9]([NH:8][C:6]([C:5]2[CH:21]=[CH:22][C:2]([N:35]3[CH2:36][CH2:37][CH:32]([C:28]4[CH:29]=[CH:30][CH:31]=[C:26]([C:25]([F:24])([F:38])[F:39])[CH:27]=4)[CH2:33][CH2:34]3)=[N:3][CH:4]=2)=[O:7])=[N:13][C:12]=1[C:14]1[CH:19]=[CH:18][CH:17]=[CH:16][CH:15]=1. The catalyst class is: 60. (3) The catalyst class is: 8. Product: [CH2:1]([C:8]1[C:13](=[O:14])[N:12]([C:15]2[CH:20]=[CH:19][CH:18]=[C:17]([NH:42][C:52]([O:55][CH2:56][CH3:57])=[O:54])[CH:16]=2)[C:11]2[N:24]=[CH:25][CH:26]=[CH:27][C:10]=2[N:9]=1)[C:2]1[CH:7]=[CH:6][CH:5]=[CH:4][CH:3]=1. Reactant: [CH2:1]([C:8]1[C:13](=[O:14])[N:12]([C:15]2[CH:20]=[CH:19][CH:18]=[C:17](C(O)=O)[CH:16]=2)[C:11]2[N:24]=[CH:25][CH:26]=[CH:27][C:10]=2[N:9]=1)[C:2]1[CH:7]=[CH:6][CH:5]=[CH:4][CH:3]=1.C1(P([N:42]=[N+]=[N-])(C2C=CC=CC=2)=O)C=CC=CC=1.C(N(CC)CC)C.[C:52]([O:55][CH2:56][CH3:57])(=[O:54])C. (4) Reactant: [CH3:1][O:2][C:3](=[O:26])[C:4]1[CH:9]=[CH:8][C:7]([N+:10]([O-])=O)=[CH:6][C:5]=1[NH:13][C:14](=[O:25])[C:15]1[CH:20]=[CH:19][C:18]([C:21]([CH3:24])([CH3:23])[CH3:22])=[CH:17][CH:16]=1. Product: [CH3:1][O:2][C:3](=[O:26])[C:4]1[CH:9]=[CH:8][C:7]([NH2:10])=[CH:6][C:5]=1[NH:13][C:14](=[O:25])[C:15]1[CH:16]=[CH:17][C:18]([C:21]([CH3:22])([CH3:23])[CH3:24])=[CH:19][CH:20]=1. The catalyst class is: 78.